Dataset: Reaction yield outcomes from USPTO patents with 853,638 reactions. Task: Predict the reaction yield, written as a fraction of the theoretical maximum amount of product (1.0 means a 100% yield; for example, 0.34 means a 34% yield). (1) The reactants are C[O:2][C:3]1[CH:4]=[C:5]2[C:9](=[CH:10][CH:11]=1)[CH2:8][CH:7]([CH2:12][OH:13])[CH2:6]2.Br. No catalyst specified. The product is [OH:13][CH2:12][CH:7]1[CH2:6][C:5]2[C:9](=[CH:10][CH:11]=[C:3]([OH:2])[CH:4]=2)[CH2:8]1. The yield is 0.630. (2) The reactants are [C:1]([O:5][C:6]([N:8]1[CH2:13][CH2:12][CH:11]([O:14][C:15]2[CH:16]=[CH:17][C:18]3[CH:22]([CH2:23][C:24]([O:26]CC)=[O:25])[O:21][B:20]([OH:29])[C:19]=3[CH:30]=2)[CH2:10][CH2:9]1)=[O:7])([CH3:4])([CH3:3])[CH3:2].[Li+].[OH-].Cl. The catalyst is CO.O. The product is [C:1]([O:5][C:6]([N:8]1[CH2:13][CH2:12][CH:11]([O:14][C:15]2[CH:16]=[CH:17][C:18]3[CH:22]([CH2:23][C:24]([OH:26])=[O:25])[O:21][B:20]([OH:29])[C:19]=3[CH:30]=2)[CH2:10][CH2:9]1)=[O:7])([CH3:4])([CH3:2])[CH3:3]. The yield is 0.380. (3) The reactants are [CH3:1][S:2]([NH:5][CH2:6][C:7]1[C:15]2[S:14](=[O:17])(=[O:16])[N:13]=[C:12]([CH2:18][C:19]([OH:21])=O)[NH:11][C:10]=2[S:9][CH:8]=1)(=[O:4])=[O:3].F[P-](F)(F)(F)(F)F.N1([O:38][C:39](N(C)C)=[N+](C)C)C2N=CC=CC=2N=N1.CN1CCOCC1.C(OC(=O)[CH2:57][CH:58]([NH:62][CH2:63][C:64]1[CH:69]=[CH:68][C:67]([F:70])=[CH:66][CH:65]=1)[CH2:59][CH2:60][CH3:61])C.[O-]CC.[Na+].C(O)C. The catalyst is CN(C)C=O. The product is [F:70][C:67]1[CH:66]=[CH:65][C:64]([CH2:63][N:62]2[CH:58]([CH2:59][CH2:60][CH3:61])[CH2:57][C:19]([OH:21])=[C:18]([C:12]3[NH:11][C:10]4[S:9][CH:8]=[C:7]([CH2:6][NH:5][S:2]([CH3:1])(=[O:3])=[O:4])[C:15]=4[S:14](=[O:16])(=[O:17])[N:13]=3)[C:39]2=[O:38])=[CH:69][CH:68]=1. The yield is 0.170. (4) The reactants are [NH2:1][C@H:2]1[CH2:6][N:5]([C:7](OC(C)(C)C)=O)[C@@H:4]([CH2:14][O:15][C:16]2[CH:21]=[CH:20][C:19]([F:22])=[CH:18][CH:17]=2)[CH2:3]1.CC[N:25](C(C)C)C(C)C.[Br:32][C:33]1[CH:38]=[CH:37][C:36]([Br:39])=[CH:35][C:34]=1[S:40](Cl)(=[O:42])=[O:41].Cl.N#CBr.C(O)C(N)(CO)CO. The catalyst is ClCCl.O1CCOCC1. The product is [Br:32][C:33]1[CH:38]=[CH:37][C:36]([Br:39])=[CH:35][C:34]=1[S:40]([NH:1][C@@H:2]1[CH2:3][C@H:4]([CH2:14][O:15][C:16]2[CH:17]=[CH:18][C:19]([F:22])=[CH:20][CH:21]=2)[N:5]([C:7]#[N:25])[CH2:6]1)(=[O:42])=[O:41]. The yield is 0.370. (5) The reactants are [N+:1]([C:4]1[CH:22]=[CH:21][C:7]2[N:8]([C:13](=O)[CH2:14][N:15]3[CH2:19][CH2:18][CH2:17][CH2:16]3)[CH2:9][CH2:10][CH2:11][O:12][C:6]=2[CH:5]=1)([O-:3])=[O:2]. The catalyst is O1CCCC1. The product is [N+:1]([C:4]1[CH:22]=[CH:21][C:7]2[N:8]([CH2:13][CH2:14][N:15]3[CH2:19][CH2:18][CH2:17][CH2:16]3)[CH2:9][CH2:10][CH2:11][O:12][C:6]=2[CH:5]=1)([O-:3])=[O:2]. The yield is 0.700. (6) The reactants are [F:1][C:2]([F:18])([F:17])[CH:3]([OH:16])[CH2:4][N:5]1[CH2:10][CH2:9][CH2:8][CH:7]([CH2:11][CH2:12][CH2:13][O:14][CH3:15])[CH2:6]1.[Cl:19][C:20]1[CH:25]=[CH:24][C:23]([N:26]=[C:27]=[O:28])=[CH:22][CH:21]=1.C(N(CC)CC)C. The catalyst is ClCCl. The product is [F:18][C:2]([F:1])([F:17])[CH:3]([O:16][C:27](=[O:28])[NH:26][C:23]1[CH:24]=[CH:25][C:20]([Cl:19])=[CH:21][CH:22]=1)[CH2:4][N:5]1[CH2:10][CH2:9][CH2:8][CH:7]([CH2:11][CH2:12][CH2:13][O:14][CH3:15])[CH2:6]1. The yield is 0.730.